Dataset: Full USPTO retrosynthesis dataset with 1.9M reactions from patents (1976-2016). Task: Predict the reactants needed to synthesize the given product. (1) The reactants are: [O:1]1[CH:5]=[CH:4][CH:3]=[C:2]1[C:6]1[N:10]([C:11]2[CH:12]=[C:13]([CH:16]=[CH:17][CH:18]=2)[C:14]#[N:15])[N:9]=[C:8]([C:19]([F:22])([F:21])[F:20])[CH:7]=1.[H-].[Al+3].[Li+].[H-].[H-].[H-].O.[OH-].[Na+]. Given the product [O:1]1[CH:5]=[CH:4][CH:3]=[C:2]1[C:6]1[N:10]([C:11]2[CH:12]=[C:13]([CH2:14][NH2:15])[CH:16]=[CH:17][CH:18]=2)[N:9]=[C:8]([C:19]([F:21])([F:20])[F:22])[CH:7]=1, predict the reactants needed to synthesize it. (2) Given the product [NH2:4][C:5]1[N:10]=[C:9]([NH2:11])[C:8]([O:12][C:13]2[C:14]([CH:24]([CH3:26])[CH3:25])=[CH:15][C:16]([O:22][CH3:23])=[C:17]([C:19]([OH:21])([CH3:27])[CH3:20])[CH:18]=2)=[CH:7][N:6]=1, predict the reactants needed to synthesize it. The reactants are: C[Mg]Br.[NH2:4][C:5]1[N:10]=[C:9]([NH2:11])[C:8]([O:12][C:13]2[C:14]([CH:24]([CH3:26])[CH3:25])=[CH:15][C:16]([O:22][CH3:23])=[C:17]([C:19](=[O:21])[CH3:20])[CH:18]=2)=[CH:7][N:6]=1.[C:27]([O-])([O-])=O.[K+].[K+].IC. (3) Given the product [CH3:52][C:53]1[CH:54]=[C:55]([CH:58]=[CH:59][C:60]=1[CH3:61])[CH2:56][O:51][C:48]1[CH:47]=[CH:46][C:45]([C@H:43]2[CH2:42][O:41][C:13]3=[CH:14][C:15]4[CH2:16][C@@H:17]([C:18]([NH:19][C@@H:20]([CH2:21][C:22]5[CH:23]=[CH:24][C:25]([C:28]6[CH:33]=[CH:32][N:31]=[C:30]([CH3:34])[C:29]=6[CH3:35])=[CH:26][CH:27]=5)[C:36]([OH:38])=[O:37])=[O:40])[N:8]([C:6]([C:76]5[N:77]=[C:73]([CH3:72])[O:74][C:75]=5[CH3:81])=[O:7])[CH2:9][C:10]=4[CH:11]=[C:12]3[O:44]2)=[CH:50][CH:49]=1, predict the reactants needed to synthesize it. The reactants are: C(O[C:6]([N:8]1[C@H:17]([C:18](=[O:40])[NH:19][C@H:20]([C:36]([O:38]C)=[O:37])[CH2:21][C:22]2[CH:27]=[CH:26][C:25]([C:28]3[CH:33]=[CH:32][N:31]=[C:30]([CH3:34])[C:29]=3[CH3:35])=[CH:24][CH:23]=2)[CH2:16][C:15]2[CH:14]=[C:13]3[O:41][CH2:42][C@H:43]([C:45]4[CH:50]=[CH:49][C:48]([OH:51])=[CH:47][CH:46]=4)[O:44][C:12]3=[CH:11][C:10]=2[CH2:9]1)=[O:7])(C)(C)C.[CH3:52][C:53]1[CH:54]=[C:55]([CH:58]=[CH:59][C:60]=1[CH3:61])[CH2:56]Br.C(=O)([O-])[O-].[K+].[K+].C(Cl)CCl.[CH3:72][C:73]1[O:74][C:75]([CH3:81])=[C:76](C(O)=O)[N:77]=1. (4) Given the product [Cl:15][C:16]1[N:21]=[C:20]2[N:22]([CH:36]([CH2:37][O:38][CH3:39])[CH2:35][O:34][CH3:33])[N:23]=[CH:24][C:19]2=[C:18]([N:25]2[CH2:31][CH:30]3[O:32][CH:27]([CH2:28][CH2:29]3)[CH2:26]2)[N:17]=1, predict the reactants needed to synthesize it. The reactants are: N(C(OC(C)C)=O)=NC(OC(C)C)=O.[Cl:15][C:16]1[N:21]=[C:20]2[NH:22][N:23]=[CH:24][C:19]2=[C:18]([N:25]2[CH2:31][CH:30]3[O:32][CH:27]([CH2:28][CH2:29]3)[CH2:26]2)[N:17]=1.[CH3:33][O:34][CH2:35][CH:36](O)[CH2:37][O:38][CH3:39].C1(P(C2C=CC=CC=2)C2C=CC=CC=2)C=CC=CC=1. (5) The reactants are: [NH2:1][C:2]1[CH:3]=[CH:4][C:5]([O:8][C:9]2[CH:10]=[C:11]([CH:16]=[CH:17][CH:18]=2)[C:12]([O:14][CH3:15])=[O:13])=[N:6][CH:7]=1.[S-:19][C:20]#[N:21].[K+].BrBr. Given the product [NH2:21][C:20]1[S:19][C:7]2[C:2]([N:1]=1)=[CH:3][CH:4]=[C:5]([O:8][C:9]1[CH:10]=[C:11]([CH:16]=[CH:17][CH:18]=1)[C:12]([O:14][CH3:15])=[O:13])[N:6]=2, predict the reactants needed to synthesize it. (6) Given the product [CH:35]([NH:1][CH:2]([C:16](=[O:34])[N:17]1[CH2:22][CH2:21][CH2:20][CH2:19][CH:18]1[C:23]1[NH:24][C:25]([C:28]2[CH:33]=[CH:32][CH:31]=[CH:30][CH:29]=2)=[CH:26][N:27]=1)[CH2:3][C:4]1[C:5]([CH3:15])=[CH:6][C:7]([O:11][C:12](=[O:14])[CH3:13])=[CH:8][C:9]=1[CH3:10])=[O:36], predict the reactants needed to synthesize it. The reactants are: [NH2:1][CH:2]([C:16](=[O:34])[N:17]1[CH2:22][CH2:21][CH2:20][CH2:19][CH:18]1[C:23]1[NH:24][C:25]([C:28]2[CH:33]=[CH:32][CH:31]=[CH:30][CH:29]=2)=[CH:26][N:27]=1)[CH2:3][C:4]1[C:9]([CH3:10])=[CH:8][C:7]([O:11][C:12](=[O:14])[CH3:13])=[CH:6][C:5]=1[CH3:15].[CH2:35]=[O:36].